Dataset: Forward reaction prediction with 1.9M reactions from USPTO patents (1976-2016). Task: Predict the product of the given reaction. (1) Given the reactants [NH2:1][C:2]1[C:11]([Cl:12])=[CH:10][C:5]([C:6]([O:8]C)=[O:7])=[C:4]([O:13][CH3:14])[C:3]=1[O:15][CH3:16].[OH-].[K+].Cl, predict the reaction product. The product is: [NH2:1][C:2]1[C:11]([Cl:12])=[CH:10][C:5]([C:6]([OH:8])=[O:7])=[C:4]([O:13][CH3:14])[C:3]=1[O:15][CH3:16]. (2) The product is: [NH2:7][CH:8]([CH3:19])[C:9]([N:11]1[CH2:16][CH2:15][S:14](=[O:18])(=[O:17])[CH2:13][CH2:12]1)=[O:10]. Given the reactants C(OC(=O)[NH:7][CH:8]([CH3:19])[C:9]([N:11]1[CH2:16][CH2:15][S:14](=[O:18])(=[O:17])[CH2:13][CH2:12]1)=[O:10])(C)(C)C.FC(F)(F)C(O)=O, predict the reaction product. (3) Given the reactants Cl[C:2]1[N:7]=[C:6]([C:8]2[CH:13]=[N:12][CH:11]=[CH:10][N:9]=2)[N:5]=[C:4]2[N:14]([CH3:17])[N:15]=[CH:16][C:3]=12.[NH2:18][C:19]1[CH:20]=[C:21]([CH:35]=[CH:36][C:37]=1[CH3:38])[C:22]([NH:24][C:25]1[CH:30]=[CH:29][CH:28]=[C:27]([C:31]([F:34])([F:33])[F:32])[CH:26]=1)=[O:23], predict the reaction product. The product is: [CH3:38][C:37]1[CH:36]=[CH:35][C:21]([C:22]([NH:24][C:25]2[CH:30]=[CH:29][CH:28]=[C:27]([C:31]([F:32])([F:33])[F:34])[CH:26]=2)=[O:23])=[CH:20][C:19]=1[NH:18][C:2]1[N:7]=[C:6]([C:8]2[CH:13]=[N:12][CH:11]=[CH:10][N:9]=2)[N:5]=[C:4]2[N:14]([CH3:17])[N:15]=[CH:16][C:3]=12.